Predict the product of the given reaction. From a dataset of Forward reaction prediction with 1.9M reactions from USPTO patents (1976-2016). (1) Given the reactants N1C=CN=C1.[Si:6](Cl)([C:9]([CH3:12])([CH3:11])[CH3:10])([CH3:8])[CH3:7].[NH2:14][C:15]1[N:20]=[C:19]([S:21][CH2:22][C:23]2[CH:28]=[CH:27][CH:26]=[C:25]([F:29])[C:24]=2[F:30])[N:18]=[C:17]([NH:31][C@H:32]([CH3:35])[CH2:33][OH:34])[CH:16]=1, predict the reaction product. The product is: [Si:6]([O:34][CH2:33][C@H:32]([NH:31][C:17]1[CH:16]=[C:15]([NH2:14])[N:20]=[C:19]([S:21][CH2:22][C:23]2[CH:28]=[CH:27][CH:26]=[C:25]([F:29])[C:24]=2[F:30])[N:18]=1)[CH3:35])([C:9]([CH3:12])([CH3:11])[CH3:10])([CH3:8])[CH3:7]. (2) Given the reactants [CH3:1][O:2][C:3]1[CH:28]=[C:27]([C:29]2[CH:33]=[CH:32][S:31][CH:30]=2)[CH:26]=[CH:25][C:4]=1[O:5][CH2:6][CH2:7][CH2:8][O:9][C:10]1[CH:11]=[C:12]2[C:16](=[CH:17][CH:18]=1)[C@H:15]([CH2:19][C:20]([O:22]CC)=[O:21])[CH2:14][CH2:13]2.[Li+].[OH-], predict the reaction product. The product is: [CH3:1][O:2][C:3]1[CH:28]=[C:27]([C:29]2[CH:33]=[CH:32][S:31][CH:30]=2)[CH:26]=[CH:25][C:4]=1[O:5][CH2:6][CH2:7][CH2:8][O:9][C:10]1[CH:11]=[C:12]2[C:16](=[CH:17][CH:18]=1)[C@H:15]([CH2:19][C:20]([OH:22])=[O:21])[CH2:14][CH2:13]2. (3) Given the reactants [OH:1][C:2]1[CH:9]=[C:8]([O:10][CH3:11])[CH:7]=[CH:6][C:3]=1[C:4]#[N:5].C(=O)([O-])[O-].[K+].[K+].Br[CH2:19][CH3:20], predict the reaction product. The product is: [CH2:19]([O:1][C:2]1[CH:9]=[C:8]([O:10][CH3:11])[CH:7]=[CH:6][C:3]=1[C:4]#[N:5])[CH3:20]. (4) The product is: [Br:1][C:2]1[CH:3]=[C:4]([C:8]([N+:9]([O-:11])=[O:10])([CH2:14][OH:21])[CH2:12][OH:13])[CH:5]=[CH:6][CH:7]=1. Given the reactants [Br:1][C:2]1[CH:7]=[CH:6][CH:5]=[C:4]([CH2:8][N+:9]([O-:11])=[O:10])[CH:3]=1.[CH2:12]=[O:13].[CH3:14]CN(CC)CC.[OH2:21], predict the reaction product. (5) Given the reactants CCN=C=NCCCN(C)C.Cl.C1C=CC2N(O)N=NC=2C=1.[CH3:23][CH:24]([N:26]1[CH2:31][CH2:30][NH:29][CH2:28][CH2:27]1)[CH3:25].[C:32]([O:36][C:37]([N:39]1[CH2:43][CH2:42][C@H:41]([C:44](O)=[O:45])[CH2:40]1)=[O:38])([CH3:35])([CH3:34])[CH3:33], predict the reaction product. The product is: [CH3:23][CH:24]([N:26]1[CH2:31][CH2:30][N:29]([C:44]([C@H:41]2[CH2:42][CH2:43][N:39]([C:37]([O:36][C:32]([CH3:35])([CH3:34])[CH3:33])=[O:38])[CH2:40]2)=[O:45])[CH2:28][CH2:27]1)[CH3:25]. (6) Given the reactants [C:1](=[O:11])([O:5][CH2:6][CH2:7][CH:8]([OH:10])[CH3:9])[O:2][CH2:3][CH3:4].N1C=CC=CC=1.[C:18](Cl)(=[O:25])[C:19]1[CH:24]=[CH:23][CH:22]=[CH:21][CH:20]=1, predict the reaction product. The product is: [C:18]([O:10][CH:8]([CH3:9])[CH2:7][CH2:6][O:5][C:1]([O:2][CH2:3][CH3:4])=[O:11])(=[O:25])[C:19]1[CH:24]=[CH:23][CH:22]=[CH:21][CH:20]=1.